Predict the reactants needed to synthesize the given product. From a dataset of Full USPTO retrosynthesis dataset with 1.9M reactions from patents (1976-2016). (1) Given the product [C:1]([O:5][C:6]([N:8]1[CH2:24][CH2:23][C:11]2[N:12]=[C:13]([C:16]3[CH:17]=[CH:18][C:19]([O:22][S:27]([C:26]([F:39])([F:38])[F:25])(=[O:29])=[O:28])=[CH:20][CH:21]=3)[N:14]=[CH:15][C:10]=2[CH2:9]1)=[O:7])([CH3:4])([CH3:2])[CH3:3], predict the reactants needed to synthesize it. The reactants are: [C:1]([O:5][C:6]([N:8]1[CH2:24][CH2:23][C:11]2[N:12]=[C:13]([C:16]3[CH:21]=[CH:20][C:19]([OH:22])=[CH:18][CH:17]=3)[N:14]=[CH:15][C:10]=2[CH2:9]1)=[O:7])([CH3:4])([CH3:3])[CH3:2].[F:25][C:26]([F:39])([F:38])[S:27](O[S:27]([C:26]([F:39])([F:38])[F:25])(=[O:29])=[O:28])(=[O:29])=[O:28].O. (2) Given the product [ClH:17].[Cl:17][C:18]1[CH:26]=[CH:25][CH:24]=[C:23]([F:27])[C:19]=1[C:20]([NH:9][C:5]1[CH:6]=[CH:7][CH:8]=[C:3]([N:2]([CH3:1])[CH:10]2[CH2:15][CH2:14][N:13]([CH3:16])[CH2:12][CH2:11]2)[N:4]=1)=[O:21], predict the reactants needed to synthesize it. The reactants are: [CH3:1][N:2]([CH:10]1[CH2:15][CH2:14][N:13]([CH3:16])[CH2:12][CH2:11]1)[C:3]1[CH:8]=[CH:7][CH:6]=[C:5]([NH2:9])[N:4]=1.[Cl:17][C:18]1[CH:26]=[CH:25][CH:24]=[C:23]([F:27])[C:19]=1[C:20](Cl)=[O:21]. (3) Given the product [CH3:19][C:16]([CH3:18])([S@:14]([NH:13][C@H:10]([C:7]1[CH:6]=[CH:5][C:4]([S:3][CH2:1][CH3:2])=[CH:9][CH:8]=1)[CH2:11][O:12][CH2:21][C:22]([O:24][CH2:25][CH3:26])=[O:23])=[O:15])[CH3:17], predict the reactants needed to synthesize it. The reactants are: [CH2:1]([S:3][C:4]1[CH:9]=[CH:8][C:7]([C@@H:10]([NH:13][S@@:14]([C:16]([CH3:19])([CH3:18])[CH3:17])=[O:15])[CH2:11][OH:12])=[CH:6][CH:5]=1)[CH3:2].Br[CH2:21][C:22]([O:24][CH2:25][CH3:26])=[O:23].[H-].[Na+]. (4) The reactants are: [Cl:1][C:2]1[CH:3]=[C:4]([CH3:18])[C:5]([OH:17])=[C:6](/[CH:8]=[CH:9]/[C:10]([O:12][C:13]([CH3:16])([CH3:15])[CH3:14])=[O:11])[CH:7]=1.[NH2:19][OH:20].S([O-])([O-])(=O)=O.C([N+](CCCC)(CCCC)CCCC)CCC.C([N+](CCCC)(CCCC)CCCC)CCC. Given the product [Cl:1][C:2]1[CH:3]=[C:4]([CH3:18])[C:5]([OH:17])=[C:6]([CH:8]([NH:19][OH:20])[CH2:9][C:10]([O:12][C:13]([CH3:14])([CH3:15])[CH3:16])=[O:11])[CH:7]=1, predict the reactants needed to synthesize it. (5) Given the product [F:1][C:2]1[CH:7]=[C:6]([F:8])[C:5]([F:9])=[CH:4][C:3]=1[C:14]1[CH:19]=[CH:18][C:17]([OH:20])=[CH:16][CH:15]=1, predict the reactants needed to synthesize it. The reactants are: [F:1][C:2]1[CH:7]=[C:6]([F:8])[C:5]([F:9])=[CH:4][C:3]=1B(O)O.I[C:14]1[CH:19]=[CH:18][C:17]([OH:20])=[CH:16][CH:15]=1.C(=O)([O-])[O-].[K+].[K+].CN(C=O)C.